This data is from Reaction yield outcomes from USPTO patents with 853,638 reactions. The task is: Predict the reaction yield, written as a fraction of the theoretical maximum amount of product (1.0 means a 100% yield; for example, 0.34 means a 34% yield). The reactants are [CH3:1][S:2]([C:5]1[CH:10]=[CH:9][C:8]([N:11]2[C:16](=[O:17])[CH:15]=[CH:14][C:13]([C:18]3[CH:34]=[CH:33][C:21]4[CH2:22][CH2:23][N:24](C(=O)C(F)(F)F)[CH2:25][CH2:26][C:20]=4[CH:19]=3)=[N:12]2)=[CH:7][CH:6]=1)(=[O:4])=[O:3].C(=O)([O-])[O-].[K+].[K+]. The catalyst is CO.O1CCCC1.C(Cl)Cl. The product is [CH3:1][S:2]([C:5]1[CH:6]=[CH:7][C:8]([N:11]2[C:16](=[O:17])[CH:15]=[CH:14][C:13]([C:18]3[CH:34]=[CH:33][C:21]4[CH2:22][CH2:23][NH:24][CH2:25][CH2:26][C:20]=4[CH:19]=3)=[N:12]2)=[CH:9][CH:10]=1)(=[O:4])=[O:3]. The yield is 0.420.